This data is from Full USPTO retrosynthesis dataset with 1.9M reactions from patents (1976-2016). The task is: Predict the reactants needed to synthesize the given product. (1) Given the product [CH3:24][O:23][N:22]([CH3:21])[C:15]([C:10]12[CH2:11][CH2:12][C:7]([C:1]3[CH:2]=[CH:3][CH:4]=[CH:5][CH:6]=3)([CH2:14][CH2:13]1)[CH2:8][CH2:9]2)=[O:16], predict the reactants needed to synthesize it. The reactants are: [C:1]1([C:7]23[CH2:14][CH2:13][C:10]([C:15](OCC)=[O:16])([CH2:11][CH2:12]2)[CH2:9][CH2:8]3)[CH:6]=[CH:5][CH:4]=[CH:3][CH:2]=1.Cl.[CH3:21][NH:22][O:23][CH3:24].C([Mg]Cl)(C)C. (2) Given the product [CH2:1]([O:3][C:4](=[O:17])/[CH:5]=[C:6](/[O:8][C:9]1[CH:14]=[C:13]([CH3:15])[CH:12]=[CH:11][C:10]=1[F:16])\[CH2:7][Br:18])[CH3:2], predict the reactants needed to synthesize it. The reactants are: [CH2:1]([O:3][C:4](=[O:17])[CH:5]=[C:6]([O:8][C:9]1[CH:14]=[C:13]([CH3:15])[CH:12]=[CH:11][C:10]=1[F:16])[CH3:7])[CH3:2].[Br:18]N1C(=O)CCC1=O. (3) Given the product [Zn:17].[CH3:1][N:2]=[C:3]([NH2:9])[NH:4][C:5](=[N:7][CH3:8])[NH2:6], predict the reactants needed to synthesize it. The reactants are: [CH3:1][N:2]=[C:3]([NH2:9])[NH:4][C:5](=[N:7][CH3:8])[NH2:6].CC(C)([O-])C.[K+].[Cl-].[Zn+2:17].[Cl-].